This data is from Full USPTO retrosynthesis dataset with 1.9M reactions from patents (1976-2016). The task is: Predict the reactants needed to synthesize the given product. Given the product [CH3:21][O:20][C:16]1[CH:17]=[CH:18][CH:19]=[C:12]([O:11][CH3:10])[C:13]=1[CH2:14][NH:15][C:2](=[NH:1])[NH:4][C:5]([NH2:7])=[S:6], predict the reactants needed to synthesize it. The reactants are: [NH2:1][C:2]([NH:4][C:5]([NH2:7])=[S:6])=S.CI.[CH3:10][O:11][C:12]1[CH:19]=[CH:18][CH:17]=[C:16]([O:20][CH3:21])[C:13]=1[CH2:14][NH2:15].